From a dataset of Forward reaction prediction with 1.9M reactions from USPTO patents (1976-2016). Predict the product of the given reaction. (1) Given the reactants Cl[C:2]1[CH:7]=[C:6](OC)[CH:5]=[CH:4][C:3]=1[N:10]1[C:14]([CH3:15])=[C:13]([C:16]([OH:18])=[O:17])[N:12]=[N:11]1.N(C1C=CC([Cl:28])=CC=1)=[N+]=[N-], predict the reaction product. The product is: [Cl:28][C:6]1[CH:5]=[CH:4][C:3]([N:10]2[C:14]([CH3:15])=[C:13]([C:16]([OH:18])=[O:17])[N:12]=[N:11]2)=[CH:2][CH:7]=1. (2) Given the reactants [C:1]([C:5]1[CH:10]=[CH:9][C:8]([S:11]([NH2:14])(=[O:13])=[O:12])=[CH:7][CH:6]=1)([CH3:4])([CH3:3])[CH3:2].[Cl:15][C:16]1[C:21]([O:22][C:23]2[CH:28]=[CH:27][CH:26]=[CH:25][C:24]=2[O:29][CH3:30])=[C:20](Cl)[N:19]=[C:18]([C:32]2[N:37]=[CH:36][CH:35]=[CH:34][N:33]=2)[N:17]=1.C(=O)([O-])[O-].[K+].[K+].Cl, predict the reaction product. The product is: [C:1]([C:5]1[CH:10]=[CH:9][C:8]([S:11]([NH:14][C:20]2[C:21]([O:22][C:23]3[CH:28]=[CH:27][CH:26]=[CH:25][C:24]=3[O:29][CH3:30])=[C:16]([Cl:15])[N:17]=[C:18]([C:32]3[N:37]=[CH:36][CH:35]=[CH:34][N:33]=3)[N:19]=2)(=[O:12])=[O:13])=[CH:7][CH:6]=1)([CH3:4])([CH3:2])[CH3:3]. (3) Given the reactants [CH2:1]([N:5]1[C:10]2=[N:11][N:12]([CH2:21][C:22]3[CH:27]=[CH:26][C:25]([CH:28]4[CH2:33][CH2:32][CH2:31][CH2:30][N:29]4C(OC(C)(C)C)=O)=[CH:24][CH:23]=3)[C:13]([NH:14][C:15]3[CH:20]=[CH:19][CH:18]=[CH:17][CH:16]=3)=[C:9]2[C:8](=[O:41])[N:7]([CH3:42])[C:6]1=[O:43])[CH:2]([CH3:4])[CH3:3].C(O)(C(F)(F)F)=O, predict the reaction product. The product is: [CH2:1]([N:5]1[C:10]2=[N:11][N:12]([CH2:21][C:22]3[CH:23]=[CH:24][C:25]([CH:28]4[CH2:33][CH2:32][CH2:31][CH2:30][NH:29]4)=[CH:26][CH:27]=3)[C:13]([NH:14][C:15]3[CH:20]=[CH:19][CH:18]=[CH:17][CH:16]=3)=[C:9]2[C:8](=[O:41])[N:7]([CH3:42])[C:6]1=[O:43])[CH:2]([CH3:4])[CH3:3]. (4) Given the reactants [H-].[H-].[H-].[H-].[Li+].[Al+3].[CH3:7][C@@H:8]1[CH2:13][CH2:12][C@H:11]([O:14][C:15]2[C:16]([C:29]([F:32])([F:31])[F:30])=[C:17]3[C:22](=[CH:23][CH:24]=2)[C:21]([C:25](OC)=[O:26])=[CH:20][CH:19]=[CH:18]3)[CH2:10][CH2:9]1, predict the reaction product. The product is: [CH3:7][C@@H:8]1[CH2:9][CH2:10][C@H:11]([O:14][C:15]2[C:16]([C:29]([F:30])([F:31])[F:32])=[C:17]3[C:22](=[CH:23][CH:24]=2)[C:21]([CH2:25][OH:26])=[CH:20][CH:19]=[CH:18]3)[CH2:12][CH2:13]1. (5) The product is: [Cl:1][C:2]1[C:10]2[CH:9]([CH2:11][C:12]([O:14][CH2:15][CH3:16])=[O:13])[O:8][B:7]([OH:17])[C:6]=2[CH:5]=[C:4]([O:18][CH3:21])[CH:3]=1. Given the reactants [Cl:1][C:2]1[C:10]2[CH:9]([CH2:11][C:12]([O:14][CH2:15][CH3:16])=[O:13])[O:8][B:7]([OH:17])[C:6]=2[CH:5]=[C:4]([OH:18])[CH:3]=1.IC.[C:21]([O-])([O-])=O.[K+].[K+], predict the reaction product. (6) Given the reactants [CH3:1][CH:2]([CH:12]=O)[CH2:3][NH:4][C:5](=[O:11])[O:6][C:7]([CH3:10])([CH3:9])[CH3:8].Cl.[CH3:15][O:16][C:17](=[O:21])[C@@H:18]([CH3:20])[NH2:19].C(=O)([O-])[O-].[K+].[K+].C([BH3-])#N.[Na+], predict the reaction product. The product is: [C:7]([O:6][C:5]([NH:4][CH2:3][CH:2]([CH3:1])[CH2:12][NH:19][C@@H:18]([C:17]([O:16][CH3:15])=[O:21])[CH3:20])=[O:11])([CH3:8])([CH3:9])[CH3:10]. (7) Given the reactants Br[C:2]1[CH:7]=[CH:6][C:5]([B:8]2[O:12][C:11]([CH3:14])([CH3:13])[C:10]([CH3:16])([CH3:15])[O:9]2)=[CH:4][CH:3]=1.[C:17](=O)([O-])[O-].[K+].[K+].[N:23]1([C:29]([O:31][C:32]([CH3:35])([CH3:34])[CH3:33])=[O:30])[CH2:28][CH2:27][NH:26][CH2:25][CH2:24]1, predict the reaction product. The product is: [CH3:15][C:10]1([CH3:16])[C:11]([CH3:14])([CH3:13])[O:12][B:8]([C:5]2[CH:6]=[CH:7][C:2]([CH2:17][N:26]3[CH2:27][CH2:28][N:23]([C:29]([O:31][C:32]([CH3:35])([CH3:34])[CH3:33])=[O:30])[CH2:24][CH2:25]3)=[CH:3][CH:4]=2)[O:9]1. (8) Given the reactants [O:1]=[CH:2][C@@H:3]([C@H:5]([C@H:7]([C@@H:9]([CH2:11][OH:12])[OH:10])[OH:8])[OH:6])O.C[Si]([S:17][Si](C)(C)C)(C)C, predict the reaction product. The product is: [C@H:11]1([SH:17])[O:12][C@H:3]([CH2:2][OH:1])[C@H:5]([OH:6])[C@H:7]([OH:8])[C@H:9]1[OH:10].